Dataset: Full USPTO retrosynthesis dataset with 1.9M reactions from patents (1976-2016). Task: Predict the reactants needed to synthesize the given product. Given the product [CH:41]1([NH:40][C:38]([NH:37][C:34]2[CH:35]=[CH:36][C:31]([O:30][C:27]3[CH:26]=[CH:25][N:24]=[C:23]4[CH:22]=[C:21]([C:18]5[CH:19]=[CH:20][C:15]([CH2:14][N:11]6[CH2:12][CH2:13][N:8]([C:6](=[O:7])[CH2:5][OH:4])[CH2:9][C@H:10]6[CH3:45])=[CH:16][N:17]=5)[S:29][C:28]=34)=[C:32]([F:44])[CH:33]=2)=[O:39])[CH2:42][CH2:43]1, predict the reactants needed to synthesize it. The reactants are: C([O:4][CH2:5][C:6]([N:8]1[CH2:13][CH2:12][N:11]([CH2:14][C:15]2[CH:16]=[N:17][C:18]([C:21]3[S:29][C:28]4[C:23](=[N:24][CH:25]=[CH:26][C:27]=4[O:30][C:31]4[CH:36]=[CH:35][C:34]([NH:37][C:38]([NH:40][CH:41]5[CH2:43][CH2:42]5)=[O:39])=[CH:33][C:32]=4[F:44])[CH:22]=3)=[CH:19][CH:20]=2)[C@H:10]([CH3:45])[CH2:9]1)=[O:7])(=O)C.[OH-].[Na+].